Dataset: Peptide-MHC class II binding affinity with 134,281 pairs from IEDB. Task: Regression. Given a peptide amino acid sequence and an MHC pseudo amino acid sequence, predict their binding affinity value. This is MHC class II binding data. The peptide sequence is GVLFTFVLLLSGQIT. The MHC is DRB1_0401 with pseudo-sequence DRB1_0401. The binding affinity (normalized) is 0.199.